This data is from Full USPTO retrosynthesis dataset with 1.9M reactions from patents (1976-2016). The task is: Predict the reactants needed to synthesize the given product. (1) Given the product [CH2:1]([N:8]1[CH2:13][CH2:12][C:11]([N:25]([C:26]2[CH:31]=[CH:30][CH:29]=[CH:28][CH:27]=2)[C:32](=[O:34])[CH3:33])([C:14]2[CH:19]=[CH:18][CH:17]=[C:16]([C:20]3[S:21][CH:22]=[CH:23][CH:24]=3)[N:15]=2)[CH2:10][CH2:9]1)[C:2]1[CH:3]=[CH:4][CH:5]=[CH:6][CH:7]=1, predict the reactants needed to synthesize it. The reactants are: [CH2:1]([N:8]1[CH2:13][CH2:12][C:11]([NH:25][C:26]2[CH:31]=[CH:30][CH:29]=[CH:28][CH:27]=2)([C:14]2[CH:19]=[CH:18][CH:17]=[C:16]([C:20]3[S:21][CH:22]=[CH:23][CH:24]=3)[N:15]=2)[CH2:10][CH2:9]1)[C:2]1[CH:7]=[CH:6][CH:5]=[CH:4][CH:3]=1.[C:32](OC(=O)C)(=[O:34])[CH3:33]. (2) Given the product [CH2:1]([S:2]([C:5]1[N:6]=[CH:7][N:8]2[CH:12]=[CH:11][S:10][C:9]=12)(=[O:3])=[O:4])[CH3:13], predict the reactants needed to synthesize it. The reactants are: [CH3:1][S:2]([C:5]1[N:6]=[CH:7][N:8]2[CH:12]=[CH:11][S:10][C:9]=12)(=[O:4])=[O:3].[CH3:13][Si]([N-][Si](C)(C)C)(C)C.[Li+].C1COCC1.CI.[Cl-].[Na+]. (3) Given the product [C:11]([NH:10][C:6]1[N:7]=[CH:8][CH:9]=[C:4]2[C:3]([C:29]([C:16]3[C:17]([Cl:28])=[CH:18][C:19]([C:21]([NH:22][CH2:23][CH2:24][O:25][CH3:26])=[O:27])=[CH:20][C:15]=3[Cl:14])=[O:30])=[CH:2][NH:1][C:5]=12)(=[O:13])[CH3:12], predict the reactants needed to synthesize it. The reactants are: [NH:1]1[C:5]2=[C:6]([NH:10][C:11](=[O:13])[CH3:12])[N:7]=[CH:8][CH:9]=[C:4]2[CH:3]=[CH:2]1.[Cl:14][C:15]1[CH:20]=[C:19]([C:21](=[O:27])[NH:22][CH2:23][CH2:24][O:25][CH3:26])[CH:18]=[C:17]([Cl:28])[C:16]=1[C:29](Cl)=[O:30]. (4) Given the product [N:1]1([CH:12]([NH:26][C:24](=[O:25])[CH2:23][CH2:22][CH2:21][C:17]2[S:16][CH:20]=[CH:19][CH:18]=2)[C:11]([CH3:15])([CH3:14])[CH3:10])[C:5]2[CH:6]=[CH:7][CH:8]=[CH:9][C:4]=2[N:3]=[N:2]1, predict the reactants needed to synthesize it. The reactants are: [NH:1]1[C:5]2[CH:6]=[CH:7][CH:8]=[CH:9][C:4]=2[N:3]=[N:2]1.[CH3:10][C:11]([CH3:15])([CH3:14])[CH:12]=O.[S:16]1[CH:20]=[CH:19][CH:18]=[C:17]1[CH2:21][CH2:22][CH2:23][C:24]([NH2:26])=[O:25].